Dataset: Catalyst prediction with 721,799 reactions and 888 catalyst types from USPTO. Task: Predict which catalyst facilitates the given reaction. (1) Reactant: [CH2:1]([O:8][NH:9][C:10](=[O:19])[CH2:11][CH2:12][CH2:13][CH2:14][CH2:15][CH2:16][CH2:17]Br)[C:2]1[CH:7]=[CH:6][CH:5]=[CH:4][CH:3]=1.Cl.[CH2:21]([O:23][C:24]1[CH:25]=[C:26]2[C:31](=[CH:32][C:33]=1[O:34][CH2:35][CH3:36])[CH2:30][NH:29][CH2:28][CH2:27]2)[CH3:22].C(=O)([O-])[O-].[K+].[K+]. Product: [CH2:1]([O:8][NH:9][C:10](=[O:19])[CH2:11][CH2:12][CH2:13][CH2:14][CH2:15][CH2:16][CH2:17][N:29]1[CH2:28][CH2:27][C:26]2[C:31](=[CH:32][C:33]([O:34][CH2:35][CH3:36])=[C:24]([O:23][CH2:21][CH3:22])[CH:25]=2)[CH2:30]1)[C:2]1[CH:7]=[CH:6][CH:5]=[CH:4][CH:3]=1. The catalyst class is: 3. (2) Product: [CH2:1]([S:8][C:9]1[N:10]=[CH:11][C:12]([NH2:18])=[CH:13][C:14]=1[CH:15]([CH3:17])[CH3:16])[C:2]1[CH:3]=[CH:4][CH:5]=[CH:6][CH:7]=1. Reactant: [CH2:1]([S:8][C:9]1[C:14]([CH:15]([CH3:17])[CH3:16])=[CH:13][C:12]([N+:18]([O-])=O)=[CH:11][N:10]=1)[C:2]1[CH:7]=[CH:6][CH:5]=[CH:4][CH:3]=1.C(O)C.Cl. The catalyst class is: 150. (3) Reactant: [C:9](O[C:9]([O:11][C:12]([CH3:15])([CH3:14])[CH3:13])=[O:10])([O:11][C:12]([CH3:15])([CH3:14])[CH3:13])=[O:10].[CH3:16][S:17]([CH2:20][C:21]1[CH:26]=[CH:25][CH:24]=[C:23]([NH:27][CH3:28])[CH:22]=1)(=[O:19])=[O:18]. Product: [C:12]([O:11][C:9]([N:27]([C:23]1[CH:22]=[C:21]([CH:26]=[CH:25][CH:24]=1)[CH2:20][S:17]([CH3:16])(=[O:19])=[O:18])[CH3:28])=[O:10])([CH3:13])([CH3:14])[CH3:15]. The catalyst class is: 346. (4) Reactant: [Br:1][C:2]1[CH:11]=[C:10]2[C:5]([CH:6]=[CH:7][C:8]([OH:12])=[CH:9]2)=[CH:4][CH:3]=1.N1C=CN=C1.[Si:18](Cl)([C:21]([CH3:24])([CH3:23])[CH3:22])([CH3:20])[CH3:19]. Product: [Br:1][C:2]1[CH:3]=[CH:4][C:5]2[C:10](=[CH:9][C:8]([O:12][Si:18]([C:21]([CH3:24])([CH3:23])[CH3:22])([CH3:20])[CH3:19])=[CH:7][CH:6]=2)[CH:11]=1. The catalyst class is: 4.